From a dataset of Full USPTO retrosynthesis dataset with 1.9M reactions from patents (1976-2016). Predict the reactants needed to synthesize the given product. (1) Given the product [CH2:3]([N:10]1[C:19]2[CH:20]=[C:21]([Cl:24])[CH:22]=[CH:23][C:18]=2[C:17]2[C:12](=[CH:13][N:14]=[CH:15][CH:16]=2)[C:11]1=[O:26])[C:4]1[CH:9]=[CH:8][CH:7]=[CH:6][CH:5]=1, predict the reactants needed to synthesize it. The reactants are: [H-].[Na+].[CH2:3]([NH:10][C:11](=[O:26])[C:12]1[C:17]([C:18]2[CH:23]=[CH:22][C:21]([Cl:24])=[CH:20][C:19]=2F)=[CH:16][CH:15]=[N:14][CH:13]=1)[C:4]1[CH:9]=[CH:8][CH:7]=[CH:6][CH:5]=1. (2) Given the product [NH2:32][C:33]1[S:37][C:36]([C:38]2[C:43]([F:44])=[CH:42][CH:41]=[CH:40][C:39]=2[F:45])=[N:35][C:34]=1[C:46]([NH:1][C:2]1[C:3]([N:11]2[CH2:16][CH2:15][CH2:14][C@H:13]([NH2:17])[CH2:12]2)=[C:4]2[CH2:10][CH2:9][CH2:8][C:5]2=[N:6][CH:7]=1)=[O:47], predict the reactants needed to synthesize it. The reactants are: [NH2:1][C:2]1[C:3]([N:11]2[CH2:16][CH2:15][CH2:14][C@H:13]([NH:17]C(=O)OC(C)(C)C)[CH2:12]2)=[C:4]2[CH2:10][CH2:9][CH2:8][C:5]2=[N:6][CH:7]=1.C(OC([NH:32][C:33]1[S:37][C:36]([C:38]2[C:43]([F:44])=[CH:42][CH:41]=[CH:40][C:39]=2[F:45])=[N:35][C:34]=1[C:46](O)=[O:47])=O)(C)(C)C.CN(C(ON1N=NC2C=CC=NC1=2)=[N+](C)C)C.F[P-](F)(F)(F)(F)F.CCN(C(C)C)C(C)C.C(O)(C(F)(F)F)=O. (3) The reactants are: [CH3:1][NH:2][CH3:3].[CH3:4][N:5]([CH3:19])[C:6]1([C:13]2[CH:18]=[CH:17][CH:16]=[CH:15][CH:14]=2)[CH2:11][CH2:10][C:9](=O)[CH2:8][CH2:7]1.[C-:20]#[N:21].[K+].Cl. Given the product [CH3:1][N:2]([CH3:3])[C:9]1([C:20]#[N:21])[CH2:10][CH2:11][C:6]([N:5]([CH3:19])[CH3:4])([C:13]2[CH:18]=[CH:17][CH:16]=[CH:15][CH:14]=2)[CH2:7][CH2:8]1, predict the reactants needed to synthesize it. (4) The reactants are: [C:1]([C:3]1[O:7][C:6]([S:8]([N:11]2[C:15]([C:16]3[C:17]([F:22])=[N:18][CH:19]=[CH:20][CH:21]=3)=[C:14]([F:23])[C:13]([CH2:24][N:25](C)[C:26](=O)OC(C)(C)C)=[CH:12]2)(=[O:10])=[O:9])=[CH:5][CH:4]=1)#[N:2].[C:34]([O:37]CC)(=[O:36])[CH3:35].Cl.[C:41]([O:44]CC)(=[O:43])[CH3:42]. Given the product [C:41]([OH:44])(=[O:43])/[CH:42]=[CH:35]/[C:34]([OH:37])=[O:36].[F:23][C:14]1[C:13]([CH2:24][NH:25][CH3:26])=[CH:12][N:11]([S:8]([C:6]2[O:7][C:3]([C:1]#[N:2])=[CH:4][CH:5]=2)(=[O:10])=[O:9])[C:15]=1[C:16]1[C:17]([F:22])=[N:18][CH:19]=[CH:20][CH:21]=1, predict the reactants needed to synthesize it.